This data is from Forward reaction prediction with 1.9M reactions from USPTO patents (1976-2016). The task is: Predict the product of the given reaction. (1) Given the reactants [N+:1]([C:4]1[CH:5]=[C:6]([CH:8]=[CH:9][CH:10]=1)[NH2:7])([O-:3])=[O:2].C(N(CC)CC)C.[C:18](Cl)(=[O:25])[C:19]1[CH:24]=[CH:23][CH:22]=[CH:21][CH:20]=1.C(OCC)(=O)C, predict the reaction product. The product is: [C:18]([NH:7][C:6]1[CH:8]=[CH:9][CH:10]=[C:4]([N+:1]([O-:3])=[O:2])[CH:5]=1)(=[O:25])[C:19]1[CH:24]=[CH:23][CH:22]=[CH:21][CH:20]=1. (2) Given the reactants [Si]([C:5]#[N:6])(C)(C)C.[NH2:7][C:8]1[CH:13]=[CH:12][C:11]([CH2:14][CH2:15][CH2:16][C:17]([NH2:19])=[O:18])=[CH:10][CH:9]=1.[CH3:20][C:21]([CH3:23])=O, predict the reaction product. The product is: [C:5]([C:21]([NH:7][C:8]1[CH:9]=[CH:10][C:11]([CH2:14][CH2:15][CH2:16][C:17]([NH2:19])=[O:18])=[CH:12][CH:13]=1)([CH3:23])[CH3:20])#[N:6]. (3) Given the reactants [Cl:1][C:2]1[NH:3][C:4]2[C:9]([C:10]=1[CH:11]=[O:12])=[CH:8][CH:7]=[CH:6][CH:5]=2.[C:13]1([C:22]2[CH:27]=[CH:26][CH:25]=[CH:24][CH:23]=2)[CH:18]=[CH:17][C:16](B(O)O)=[CH:15][CH:14]=1, predict the reaction product. The product is: [C:13]1([C:22]2[CH:23]=[CH:24][CH:25]=[CH:26][CH:27]=2)[CH:18]=[CH:17][C:16]([N:3]2[C:4]3[C:9](=[CH:8][CH:7]=[CH:6][CH:5]=3)[C:10]([CH:11]=[O:12])=[C:2]2[Cl:1])=[CH:15][CH:14]=1. (4) Given the reactants [CH2:1]([N:3]1[CH:7]=[C:6]([NH:8][C:9]([C:11]2[CH:12]=[C:13]([C@@H:17]3[CH2:19][C@H:18]3[NH:20]C(=O)OC(C)(C)C)[CH:14]=[CH:15][CH:16]=2)=[O:10])[CH:5]=[N:4]1)[CH3:2].[ClH:28].C(OCC)(=O)C, predict the reaction product. The product is: [ClH:28].[ClH:28].[NH2:20][C@@H:18]1[CH2:19][C@H:17]1[C:13]1[CH:12]=[C:11]([CH:16]=[CH:15][CH:14]=1)[C:9]([NH:8][C:6]1[CH:5]=[N:4][N:3]([CH2:1][CH3:2])[CH:7]=1)=[O:10]. (5) Given the reactants Cl[CH2:2][CH2:3][CH2:4][CH2:5][CH2:6][C:7]([C:9]1[CH:14]=[CH:13][CH:12]=[CH:11][CH:10]=1)=[O:8].[CH3:15][CH:16]([CH3:32])[C:17]([NH:19][C:20]1[CH:25]=[CH:24][CH:23]=[C:22]([CH:26]2[CH2:31][CH2:30][NH:29][CH2:28][CH2:27]2)[CH:21]=1)=[O:18], predict the reaction product. The product is: [CH3:15][CH:16]([CH3:32])[C:17]([NH:19][C:20]1[CH:25]=[CH:24][CH:23]=[C:22]([CH:26]2[CH2:31][CH2:30][N:29]([CH2:2][CH2:3][CH2:4][CH2:5][CH2:6][C:7](=[O:8])[C:9]3[CH:14]=[CH:13][CH:12]=[CH:11][CH:10]=3)[CH2:28][CH2:27]2)[CH:21]=1)=[O:18]. (6) Given the reactants FC(F)(F)C(O)=O.[NH2:8][C@@H:9]1[C@@H:14]2[CH2:15][C@@H:11]([CH:12]=[CH:13]2)[C@@H:10]1[C:16]([NH2:18])=[O:17].C(=O)(O)[O-].[Na+].[Cl:24][C:25]1[N:30]=[C:29]([Cl:31])[C:28]([C:32]([F:35])([F:34])[F:33])=[CH:27][N:26]=1.C(O)(C)C, predict the reaction product. The product is: [Cl:24][C:25]1[N:26]=[C:27]([NH:8][C@@H:9]2[C@@H:14]3[CH2:15][C@@H:11]([CH:12]=[CH:13]3)[C@@H:10]2[C:16]([NH2:18])=[O:17])[C:28]([C:32]([F:35])([F:33])[F:34])=[CH:29][N:30]=1.[Cl:31][C:29]1[C:28]([C:32]([F:34])([F:33])[F:35])=[CH:27][N:26]=[C:25]([NH:8][C@@H:9]2[C@@H:14]3[CH2:15][C@@H:11]([CH:12]=[CH:13]3)[C@@H:10]2[C:16]([NH2:18])=[O:17])[N:30]=1. (7) The product is: [NH2:24][C:21]1[CH:22]=[CH:23][C:18]([O:17][C:16]2[CH:15]=[CH:14][N:13]=[C:12]3[N:8]([CH2:7][C:6]4[CH:27]=[CH:28][C:3]([O:2][CH3:1])=[CH:4][CH:5]=4)[N:9]=[C:10]([C:46]4[CH:45]=[CH:44][C:43]([C:41]([N:35]5[CH2:40][CH2:39][O:38][CH2:37][CH2:36]5)=[O:42])=[CH:48][CH:47]=4)[C:11]=23)=[C:19]([F:25])[CH:20]=1. Given the reactants [CH3:1][O:2][C:3]1[CH:28]=[CH:27][C:6]([CH2:7][N:8]2[C:12]3=[N:13][CH:14]=[CH:15][C:16]([O:17][C:18]4[CH:23]=[CH:22][C:21]([NH2:24])=[CH:20][C:19]=4[F:25])=[C:11]3[C:10](I)=[N:9]2)=[CH:5][CH:4]=1.C([O-])([O-])=O.[Cs+].[Cs+].[N:35]1([C:41]([C:43]2[CH:48]=[CH:47][C:46](B(O)O)=[CH:45][CH:44]=2)=[O:42])[CH2:40][CH2:39][O:38][CH2:37][CH2:36]1, predict the reaction product. (8) The product is: [NH2:1][C:2]1[C:7]([O:8][C:9]2[CH:14]=[C:13]([I:15])[C:12]([O:16][CH3:17])=[CH:11][C:10]=2[CH:18]([CH3:20])[CH3:19])=[CH:6][N:5]=[C:4]([NH:21][C:22](=[O:25])[CH2:23][N:29]2[CH2:28][CH:27]([CH3:26])[O:32][CH:31]([CH3:33])[CH2:30]2)[N:3]=1. Given the reactants [NH2:1][C:2]1[C:7]([O:8][C:9]2[CH:14]=[C:13]([I:15])[C:12]([O:16][CH3:17])=[CH:11][C:10]=2[CH:18]([CH3:20])[CH3:19])=[CH:6][N:5]=[C:4]([NH:21][C:22](=[O:25])[CH2:23]Cl)[N:3]=1.[CH3:26][CH:27]1[O:32][CH:31]([CH3:33])[CH2:30][NH:29][CH2:28]1.[I-].[Na+], predict the reaction product. (9) The product is: [CH3:16][C:15]1[CH:14]=[N:1][C:2]2[C:11]([CH:12]=1)=[CH:10][CH:9]=[CH:8][C:3]=2[C:4]([O:6][CH3:7])=[O:5]. Given the reactants [NH2:1][C:2]1[C:11]([CH:12]=O)=[CH:10][CH:9]=[CH:8][C:3]=1[C:4]([O:6][CH3:7])=[O:5].[CH:14](=O)[CH2:15][CH3:16].N1CCCCC1, predict the reaction product.